From a dataset of Reaction yield outcomes from USPTO patents with 853,638 reactions. Predict the reaction yield, written as a fraction of the theoretical maximum amount of product (1.0 means a 100% yield; for example, 0.34 means a 34% yield). (1) The reactants are [CH3:1][O:2][C:3]([C:5]1[CH:6]=[C:7]([CH:11]=[CH:12][CH:13]=1)[C:8](O)=[O:9])=[O:4].[CH3:14][S:15]([NH2:18])(=[O:17])=[O:16].CN(C(ON1N=NC2C=CC=NC1=2)=[N+](C)C)C.F[P-](F)(F)(F)(F)F.C(N(C(C)C)CC)(C)C.[Cl-].[NH4+]. The catalyst is C(Cl)Cl. The product is [CH3:14][S:15]([NH:18][C:8]([C:7]1[CH:6]=[C:5]([CH:13]=[CH:12][CH:11]=1)[C:3]([O:2][CH3:1])=[O:4])=[O:9])(=[O:17])=[O:16]. The yield is 0.970. (2) The reactants are C([O:3][C:4](=[O:29])[CH:5]([C@H:11]([C:18]1[C:26]2[C:21](=[CH:22][CH:23]=[CH:24][C:25]=2[O:27][CH3:28])[NH:20][CH:19]=1)[C:12]1[CH:17]=[CH:16][CH:15]=[CH:14][CH:13]=1)[C:6]([O:8]CC)=[O:7])C.C1COCC1. The catalyst is O. The product is [CH3:28][O:27][C:25]1[CH:24]=[CH:23][CH:22]=[C:21]2[C:26]=1[C:18]([C@H:11]([C:12]1[CH:13]=[CH:14][CH:15]=[CH:16][CH:17]=1)[CH:5]([C:4]([OH:29])=[O:3])[C:6]([OH:8])=[O:7])=[CH:19][NH:20]2. The yield is 0.860. (3) The reactants are [O:1]=[S:2]1(=[O:40])[CH2:6][CH2:5][CH:4]=[C:3]1[C:7]1[CH:39]=[CH:38][C:10]2[NH:11][C:12]([C:17]3[C:18](=[O:37])[N:19]([CH2:29][C:30]4[CH:35]=[CH:34][C:33]([F:36])=[CH:32][CH:31]=4)[C@@H:20]4[C@H:25]([C:26]=3[OH:27])[C@@H:24]3[CH2:28][C@H:21]4[CH2:22][CH2:23]3)=[N:13][S:14](=[O:16])(=[O:15])[C:9]=2[CH:8]=1. The catalyst is CO.[Pd]. The product is [O:40]=[S:2]1(=[O:1])[CH2:6][CH2:5][CH2:4][CH:3]1[C:7]1[CH:39]=[CH:38][C:10]2[NH:11][C:12]([C:17]3[C:18](=[O:37])[N:19]([CH2:29][C:30]4[CH:31]=[CH:32][C:33]([F:36])=[CH:34][CH:35]=4)[C@@H:20]4[C@H:25]([C:26]=3[OH:27])[C@@H:24]3[CH2:28][C@H:21]4[CH2:22][CH2:23]3)=[N:13][S:14](=[O:15])(=[O:16])[C:9]=2[CH:8]=1. The yield is 0.860. (4) The reactants are C[O:2][C:3](=[O:37])[CH2:4][C:5]1[CH:10]=[CH:9][C:8]([O:11][CH2:12][CH2:13][C:14]2[N:15]=[C:16]([NH:19][C:20]([NH:22][C:23]3[CH:28]=[CH:27][C:26]([CH3:29])=[CH:25][C:24]=3[C:30]([CH:32]3[CH2:36][CH2:35][CH2:34][CH2:33]3)=[O:31])=[O:21])[S:17][CH:18]=2)=[CH:7][CH:6]=1. The catalyst is [Li+].[OH-]. The product is [CH:32]1([C:30]([C:24]2[CH:25]=[C:26]([CH3:29])[CH:27]=[CH:28][C:23]=2[NH:22][C:20](=[O:21])[NH:19][C:16]2[S:17][CH:18]=[C:14]([CH2:13][CH2:12][O:11][C:8]3[CH:7]=[CH:6][C:5]([CH2:4][C:3]([OH:37])=[O:2])=[CH:10][CH:9]=3)[N:15]=2)=[O:31])[CH2:36][CH2:35][CH2:34][CH2:33]1. The yield is 0.860. (5) The reactants are CCN(C(C)C)C(C)C.Cl.[NH2:11][C@@H:12]([CH:20]([CH3:22])[CH3:21])[C:13]([O:15][C:16]([CH3:19])([CH3:18])[CH3:17])=[O:14].Cl[C:24]([O:26][CH3:27])=[O:25]. The catalyst is C1COCC1. The product is [CH3:27][O:26][C:24]([NH:11][C@@H:12]([CH:20]([CH3:22])[CH3:21])[C:13]([O:15][C:16]([CH3:17])([CH3:19])[CH3:18])=[O:14])=[O:25]. The yield is 0.990. (6) The reactants are [CH3:1][C:2]1[CH:7]=[CH:6][CH:5]=[C:4]([CH3:8])[C:3]=1[OH:9].O1CCOCC1.CC(C)([O-])C.[K+].Cl[C:23]1[N:24]=[N+:25]([O-:30])[C:26]([Cl:29])=[CH:27][CH:28]=1. The catalyst is O.CS(C)=O. The product is [Cl:29][C:26]1[N+:25]([O-:30])=[N:24][C:23]([O:9][C:3]2[C:4]([CH3:8])=[CH:5][CH:6]=[CH:7][C:2]=2[CH3:1])=[CH:28][CH:27]=1. The yield is 0.631. (7) The reactants are C(=O)([O-])[O-].[Na+].[Na+].CC1C=C(C)C=C(C)C=1S(O)(=O)=O.[C:20]([O:24][C:25](=[O:38])[NH:26][CH2:27][CH2:28][N:29]1[CH2:36][CH:35]2[O:37][CH:31]([CH2:32][NH:33][CH2:34]2)[CH2:30]1)([CH3:23])([CH3:22])[CH3:21].[O:39]1[CH2:41][C@H:40]1[CH2:42][O:43][C:44]1[CH:51]=[CH:50][C:47]([C:48]#[N:49])=[CH:46][CH:45]=1. The catalyst is O. The product is [C:48]([C:47]1[CH:50]=[CH:51][C:44]([O:43][CH2:42][C@@H:40]([OH:39])[CH2:41][N:33]2[CH2:32][CH:31]3[O:37][CH:35]([CH2:36][N:29]([CH2:28][CH2:27][NH:26][C:25](=[O:38])[O:24][C:20]([CH3:23])([CH3:21])[CH3:22])[CH2:30]3)[CH2:34]2)=[CH:45][CH:46]=1)#[N:49]. The yield is 0.870. (8) The reactants are [N:1]([CH:4]([C:6]1[N:7]([C:17]2[CH:22]=[CH:21][CH:20]=[C:19]([F:23])[CH:18]=2)[C:8](=[O:16])[C:9]2[N:10]([CH:12]=[CH:13][C:14]=2[Cl:15])[CH:11]=1)[CH3:5])=[N+]=[N-].C1C=CC(P(C2C=CC=CC=2)C2C=CC=CC=2)=CC=1.N.O. The catalyst is C1COCC1. The product is [NH2:1][CH:4]([C:6]1[N:7]([C:17]2[CH:22]=[CH:21][CH:20]=[C:19]([F:23])[CH:18]=2)[C:8](=[O:16])[C:9]2[N:10]([CH:12]=[CH:13][C:14]=2[Cl:15])[CH:11]=1)[CH3:5]. The yield is 0.510.